This data is from Experimentally validated miRNA-target interactions with 360,000+ pairs, plus equal number of negative samples. The task is: Binary Classification. Given a miRNA mature sequence and a target amino acid sequence, predict their likelihood of interaction. The miRNA is hsa-miR-548o-3p with sequence CCAAAACUGCAGUUACUUUUGC. The protein sequence of the target gene is MEDEVVRIAKKMDKMVQKKNAAGALDLLKELKNIPMTLELLQSTRIGMSVNALRKQSTDEEVTSLAKSLIKSWKKLLDGPSTDKDPEEKKKEPAISSQNSPEAREESSSSSNVSSRKDETNARDTYVSSFPRAPSTSDSVRLKCREMLAAALRTGDDYVAIGADEEELGSQIEEAIYQEIRNTDMKYKNRVRSRISNLKDAKNPNLRKNVLCGNIPPDLFARMTAEEMASDELKEMRKNLTKEAIREHQMAKTGGTQTDLFTCGKCKKKNCTYTQVQTRSADEPMTTFVVCNECGNRWKF.... Result: 0 (no interaction).